From a dataset of Reaction yield outcomes from USPTO patents with 853,638 reactions. Predict the reaction yield, written as a fraction of the theoretical maximum amount of product (1.0 means a 100% yield; for example, 0.34 means a 34% yield). (1) The reactants are C([O:3][C:4]([C:6]1([C:9]2[CH:14]=[CH:13][C:12]([C:15]3[CH:20]=[CH:19][C:18]([C:21]4[S:22][C:23]([F:39])=[CH:24][C:25]=4[NH:26][C:27]([O:29][C@@H:30]([C:32]4[CH:37]=[CH:36][C:35]([F:38])=[CH:34][CH:33]=4)[CH3:31])=[O:28])=[CH:17][C:16]=3[O:40][CH3:41])=[CH:11][CH:10]=2)[CH2:8][CH2:7]1)=[O:5])C.[OH-].[Na+].Cl. The catalyst is C(O)(C)C. The product is [F:39][C:23]1[S:22][C:21]([C:18]2[CH:19]=[CH:20][C:15]([C:12]3[CH:13]=[CH:14][C:9]([C:6]4([C:4]([OH:5])=[O:3])[CH2:7][CH2:8]4)=[CH:10][CH:11]=3)=[C:16]([O:40][CH3:41])[CH:17]=2)=[C:25]([NH:26][C:27]([O:29][C@@H:30]([C:32]2[CH:37]=[CH:36][C:35]([F:38])=[CH:34][CH:33]=2)[CH3:31])=[O:28])[CH:24]=1. The yield is 0.630. (2) The reactants are [CH3:1][O:2][C:3]1[CH:8]=[CH:7][C:6]([C:9]([CH3:14])([CH3:13])[C:10]([OH:12])=O)=[CH:5][C:4]=1[CH3:15].[CH2:16]([NH2:20])[CH:17]([CH3:19])[CH3:18]. No catalyst specified. The product is [CH2:16]([NH:20][C:10](=[O:12])[C:9]([C:6]1[CH:7]=[CH:8][C:3]([O:2][CH3:1])=[C:4]([CH3:15])[CH:5]=1)([CH3:14])[CH3:13])[CH:17]([CH3:19])[CH3:18]. The yield is 0.640. (3) The reactants are [C:1]([O:5][CH2:6][C:7]1[CH:8]=[C:9]([C:13]2[N:21]3[C:16]([CH:17]=[N:18][C:19](O)=[N:20]3)=[CH:15][CH:14]=2)[CH:10]=[CH:11][CH:12]=1)([CH3:4])([CH3:3])[CH3:2].[CH3:23][N:24]1[CH2:29][CH2:28][N:27]([C:30]2[CH:31]=[C:32]([CH:34]=[CH:35][CH:36]=2)[NH2:33])[CH2:26][CH2:25]1. No catalyst specified. The product is [C:1]([O:5][CH2:6][C:7]1[CH:8]=[C:9]([C:13]2[N:21]3[C:16]([CH:17]=[N:18][C:19]([NH:33][C:32]4[CH:34]=[CH:35][CH:36]=[C:30]([N:27]5[CH2:26][CH2:25][N:24]([CH3:23])[CH2:29][CH2:28]5)[CH:31]=4)=[N:20]3)=[CH:15][CH:14]=2)[CH:10]=[CH:11][CH:12]=1)([CH3:4])([CH3:3])[CH3:2]. The yield is 0.450.